From a dataset of Forward reaction prediction with 1.9M reactions from USPTO patents (1976-2016). Predict the product of the given reaction. (1) Given the reactants [CH3:1][O:2][C:3]1[CH:8]=[CH:7][CH:6]=[CH:5][C:4]=1[C:9]1[N:17]2[C:12]([CH:13]=[N:14][C:15](OS(C(F)(F)F)(=O)=O)=[N:16]2)=[CH:11][CH:10]=1.[C:26]([O:30][C:31](=[O:48])[CH2:32][N:33]1[CH2:38][CH2:37][CH:36]([C:39]2[CH:44]=[CH:43][C:42]([NH2:45])=[C:41]([O:46][CH3:47])[CH:40]=2)[CH2:35][CH2:34]1)([CH3:29])([CH3:28])[CH3:27].C(N(CC)C(C)C)(C)C.COCC(O)C, predict the reaction product. The product is: [C:26]([O:30][C:31](=[O:48])[CH2:32][N:33]1[CH2:34][CH2:35][CH:36]([C:39]2[CH:44]=[CH:43][C:42]([NH:45][C:15]3[N:14]=[CH:13][C:12]4=[CH:11][CH:10]=[C:9]([C:4]5[CH:5]=[CH:6][CH:7]=[CH:8][C:3]=5[O:2][CH3:1])[N:17]4[N:16]=3)=[C:41]([O:46][CH3:47])[CH:40]=2)[CH2:37][CH2:38]1)([CH3:29])([CH3:28])[CH3:27]. (2) Given the reactants [NH2:1][C:2]1[C:3]2[S:20][C:19](=[O:21])O[C:4]=2[N:5]=[C:6]([S:8][CH2:9][C:10]2[CH:15]=[CH:14][CH:13]=[C:12]([F:16])[C:11]=2[F:17])[N:7]=1.C(N(CC)C1C=CC=CC=1)C.P(Cl)(Cl)([Cl:35])=O.O, predict the reaction product. The product is: [Cl:35][C:4]1[C:3]2[S:20][C:19](=[O:21])[NH:1][C:2]=2[N:7]=[C:6]([S:8][CH2:9][C:10]2[CH:15]=[CH:14][CH:13]=[C:12]([F:16])[C:11]=2[F:17])[N:5]=1. (3) Given the reactants Br[C:2]1[S:6][C:5]([C:7]2[CH:8]=[CH:9][C:10]3[CH2:17][CH:16]4[C:18]5([CH2:22][N:21]([CH2:23][C:24]([F:27])([F:26])[F:25])[S:20](=[O:29])(=[O:28])[NH:19]5)[CH:13]([CH2:14][CH2:15]4)[CH2:12][C:11]=3[CH:30]=2)=[N:4][CH:3]=1.[F:31][C:32]([F:43])([F:42])[C:33]1[CH:38]=[CH:37][C:36](B(O)O)=[CH:35][CH:34]=1, predict the reaction product. The product is: [F:31][C:32]([F:43])([F:42])[C:33]1[CH:38]=[CH:37][C:36]([C:2]2[S:6][C:5]([C:7]3[CH:8]=[CH:9][C:10]4[CH2:17][CH:16]5[C:18]6([CH2:22][N:21]([CH2:23][C:24]([F:27])([F:26])[F:25])[S:20](=[O:29])(=[O:28])[NH:19]6)[CH:13]([CH2:14][CH2:15]5)[CH2:12][C:11]=4[CH:30]=3)=[N:4][CH:3]=2)=[CH:35][CH:34]=1.